This data is from Catalyst prediction with 721,799 reactions and 888 catalyst types from USPTO. The task is: Predict which catalyst facilitates the given reaction. (1) Product: [F:39][C:36]([F:37])([F:38])[C:32]1[CH:31]=[C:30]([NH:29][C:28]([N:24]2[C:25]3[C:21](=[CH:20][C:19]([O:18][C:14]4[C:15]5[CH2:16][CH2:17][NH:8][CH:9]([CH3:41])[C:10]=5[N:11]=[CH:12][N:13]=4)=[CH:27][CH:26]=3)[CH:22]=[CH:23]2)=[O:40])[CH:35]=[CH:34][CH:33]=1. The catalyst class is: 2. Reactant: C(OC([N:8]1[CH2:17][CH2:16][C:15]2[C:14]([O:18][C:19]3[CH:20]=[C:21]4[C:25](=[CH:26][CH:27]=3)[N:24]([C:28](=[O:40])[NH:29][C:30]3[CH:35]=[CH:34][CH:33]=[C:32]([C:36]([F:39])([F:38])[F:37])[CH:31]=3)[CH:23]=[CH:22]4)=[N:13][CH:12]=[N:11][C:10]=2[CH:9]1[CH3:41])=O)(C)(C)C.C(O)(C(F)(F)F)=O. (2) Reactant: [CH3:1][C:2]1[N:11]=[C:10]2[C:5]([CH2:6][CH2:7][C:8](=[O:12])[NH:9]2)=[CH:4][CH:3]=1.[Se](=O)=[O:14]. Product: [O:12]=[C:8]1[NH:9][C:10]2[N:11]=[C:2]([CH:1]=[O:14])[CH:3]=[CH:4][C:5]=2[CH:6]=[CH:7]1. The catalyst class is: 12. (3) Reactant: [OH:1][C:2]1([C:18]2[N:19]=[CH:20][N:21]([C:23]3[CH:28]=[C:27]([CH3:29])[CH:26]=[C:25]([NH:30][C:31]4[CH:36]=[C:35]([C:37]([F:40])([F:39])[F:38])[CH:34]=[CH:33][N:32]=4)[N:24]=3)[CH:22]=2)[CH2:7][CH2:6][N:5](C(OCC2C=CC=CC=2)=O)[CH2:4][CH2:3]1.[H][H]. Product: [CH3:29][C:27]1[CH:26]=[C:25]([NH:30][C:31]2[CH:36]=[C:35]([C:37]([F:40])([F:38])[F:39])[CH:34]=[CH:33][N:32]=2)[N:24]=[C:23]([N:21]2[CH:22]=[C:18]([C:2]3([OH:1])[CH2:3][CH2:4][NH:5][CH2:6][CH2:7]3)[N:19]=[CH:20]2)[CH:28]=1. The catalyst class is: 19. (4) Reactant: [F:1][C:2]1[CH:7]=[CH:6][C:5]([C:8]([C:16]2[CH:21]=[C:20]([O:22][C:23]([F:28])([F:27])[CH:24]([F:26])[F:25])[CH:19]=[C:18]([F:29])[CH:17]=2)=[N:9][S@@:10]([C:12]([CH3:15])([CH3:14])[CH3:13])=[O:11])=[CH:4][C:3]=1[O:30][CH3:31].B(F)(F)F.CCOCC.[CH2:41]([Mg]Cl)[C:42]1[CH:47]=[CH:46][CH:45]=[CH:44][CH:43]=1. Product: [F:1][C:2]1[CH:7]=[CH:6][C:5]([C:8]([NH:9][S@@:10]([C:12]([CH3:13])([CH3:14])[CH3:15])=[O:11])([C:16]2[CH:21]=[C:20]([O:22][C:23]([F:28])([F:27])[CH:24]([F:26])[F:25])[CH:19]=[C:18]([F:29])[CH:17]=2)[CH2:41][C:42]2[CH:47]=[CH:46][CH:45]=[CH:44][CH:43]=2)=[CH:4][C:3]=1[O:30][CH3:31]. The catalyst class is: 2. (5) Reactant: [C:1]([O:5][C:6]([N:8]1[CH2:12][CH2:11][C@@H:10]([O:13][C:14]2[C:19]([N+:20]([O-])=O)=[CH:18][C:17]([C:23]([F:26])([F:25])[F:24])=[CH:16][C:15]=2[N+:27]([O-])=O)[CH2:9]1)=[O:7])([CH3:4])([CH3:3])[CH3:2]. Product: [C:1]([O:5][C:6]([N:8]1[CH2:12][CH2:11][C@@H:10]([O:13][C:14]2[C:15]([NH2:27])=[CH:16][C:17]([C:23]([F:24])([F:25])[F:26])=[CH:18][C:19]=2[NH2:20])[CH2:9]1)=[O:7])([CH3:4])([CH3:2])[CH3:3]. The catalyst class is: 19.